Dataset: Experimentally validated miRNA-target interactions with 360,000+ pairs, plus equal number of negative samples. Task: Binary Classification. Given a miRNA mature sequence and a target amino acid sequence, predict their likelihood of interaction. (1) The miRNA is hsa-miR-5591-3p with sequence AUACCCAUAGCUUAGCUCCCA. The protein sequence of the target gene is MAEPLLTEHQHQPQTSNCTGAAVVHEEHTSERPPSAEERVPKEDSRWQSRASLQSGSRPGQEGEGGLKHQLPPLQTNACPELSSLEKGEKGQNGEDLSTGGASPSAEGEPMSESLVQPGHDSEATKQEAPAAGGEEPWGQQQRQLGKKKHRRRPSKKKRHWKPYYKLTWEEKKKFDEKQSLRASRVRAEMFAKGQPVAPYNTTQFLMDDHDQEEPDLKTGLYPKRAAAKSDDTSDEDFVEEAGEEDGGSDGMGGDGSEFLQRDFSETYERYHAESLQNMSKQELIKEYLELEKCLSRKED.... Result: 0 (no interaction). (2) The miRNA is hsa-miR-372-5p with sequence CCUCAAAUGUGGAGCACUAUUCU. The protein sequence of the target gene is MWAGLLLRAACVALLLPGAPARGYTGRKPPGHFAAERRRLGPHVCLSGFGSGCCPGWAPSMGGGHCTLPLCSFGCGSGICIAPNVCSCQDGEQGATCPETHGPCGEYGCDLTCNHGGCQEVARVCPVGFSMTETAVGIRCTDIDECVTSSCEGHCVNTEGGFVCECGPGMQLSADRHSCQDTDECLGTPCQQRCKNSIGSYKCSCRTGFHLHGNRHSCVDVNECRRPLERRVCHHSCHNTVGSFLCTCRPGFRLRADRVSCEAFPKAVLAPSAILQPRQHPSKMLLLLPEAGRPALSPGH.... Result: 1 (interaction).